From a dataset of NCI-60 drug combinations with 297,098 pairs across 59 cell lines. Regression. Given two drug SMILES strings and cell line genomic features, predict the synergy score measuring deviation from expected non-interaction effect. (1) Drug 1: CN(C)N=NC1=C(NC=N1)C(=O)N. Drug 2: CCCS(=O)(=O)NC1=C(C(=C(C=C1)F)C(=O)C2=CNC3=C2C=C(C=N3)C4=CC=C(C=C4)Cl)F. Cell line: SN12C. Synergy scores: CSS=4.63, Synergy_ZIP=6.95, Synergy_Bliss=6.43, Synergy_Loewe=3.72, Synergy_HSA=4.07. (2) Drug 1: CCC1=CC2CC(C3=C(CN(C2)C1)C4=CC=CC=C4N3)(C5=C(C=C6C(=C5)C78CCN9C7C(C=CC9)(C(C(C8N6C)(C(=O)OC)O)OC(=O)C)CC)OC)C(=O)OC.C(C(C(=O)O)O)(C(=O)O)O. Drug 2: C1=CC=C(C(=C1)C(C2=CC=C(C=C2)Cl)C(Cl)Cl)Cl. Cell line: NCIH23. Synergy scores: CSS=41.5, Synergy_ZIP=4.02, Synergy_Bliss=9.96, Synergy_Loewe=-35.3, Synergy_HSA=10.5. (3) Synergy scores: CSS=62.9, Synergy_ZIP=12.2, Synergy_Bliss=10.5, Synergy_Loewe=4.68, Synergy_HSA=13.4. Cell line: SN12C. Drug 1: CC1=C2C(C(=O)C3(C(CC4C(C3C(C(C2(C)C)(CC1OC(=O)C(C(C5=CC=CC=C5)NC(=O)OC(C)(C)C)O)O)OC(=O)C6=CC=CC=C6)(CO4)OC(=O)C)OC)C)OC. Drug 2: CC1=C(C(CCC1)(C)C)C=CC(=CC=CC(=CC(=O)O)C)C. (4) Drug 1: CC12CCC3C(C1CCC2=O)CC(=C)C4=CC(=O)C=CC34C. Drug 2: C1=NNC2=C1C(=O)NC=N2. Cell line: HS 578T. Synergy scores: CSS=42.8, Synergy_ZIP=2.64, Synergy_Bliss=4.58, Synergy_Loewe=-15.4, Synergy_HSA=2.53. (5) Drug 1: C1CC(=O)NC(=O)C1N2CC3=C(C2=O)C=CC=C3N. Drug 2: CCCS(=O)(=O)NC1=C(C(=C(C=C1)F)C(=O)C2=CNC3=C2C=C(C=N3)C4=CC=C(C=C4)Cl)F. Cell line: RPMI-8226. Synergy scores: CSS=5.67, Synergy_ZIP=-5.62, Synergy_Bliss=2.42, Synergy_Loewe=-1.26, Synergy_HSA=-1.01. (6) Drug 1: CC1C(C(CC(O1)OC2CC(CC3=C2C(=C4C(=C3O)C(=O)C5=C(C4=O)C(=CC=C5)OC)O)(C(=O)C)O)N)O.Cl. Drug 2: CC1=C(C=C(C=C1)NC(=O)C2=CC=C(C=C2)CN3CCN(CC3)C)NC4=NC=CC(=N4)C5=CN=CC=C5. Cell line: SNB-19. Synergy scores: CSS=25.5, Synergy_ZIP=10.9, Synergy_Bliss=13.3, Synergy_Loewe=-17.0, Synergy_HSA=11.0. (7) Drug 1: CC1=C(C=C(C=C1)NC2=NC=CC(=N2)N(C)C3=CC4=NN(C(=C4C=C3)C)C)S(=O)(=O)N.Cl. Drug 2: C1=NC2=C(N1)C(=S)N=CN2. Cell line: SK-MEL-2. Synergy scores: CSS=-10.5, Synergy_ZIP=3.44, Synergy_Bliss=-4.18, Synergy_Loewe=-9.26, Synergy_HSA=-8.67.